From a dataset of Reaction yield outcomes from USPTO patents with 853,638 reactions. Predict the reaction yield, written as a fraction of the theoretical maximum amount of product (1.0 means a 100% yield; for example, 0.34 means a 34% yield). (1) The reactants are [CH2:1]1[CH:6]2[CH2:7][C:8]3([NH2:11])[CH2:10][CH:4]([CH2:5]2)[CH2:3][CH:2]1[CH2:9]3.[CH3:12][C:13]1[S:14][CH:15]=[C:16]([C:18]2[S:22][C:21]([CH:23]=O)=[CH:20][CH:19]=2)[N:17]=1. No catalyst specified. The product is [CH3:12][C:13]1[S:14][CH:15]=[C:16]([C:18]2[S:22][C:21]([CH2:23][NH:11][C:8]34[CH2:10][CH:4]5[CH2:5][CH:6]([CH2:1][CH:2]([CH2:3]5)[CH2:9]3)[CH2:7]4)=[CH:20][CH:19]=2)[N:17]=1. The yield is 0.790. (2) The reactants are [CH3:1][O:2][C:3]([C:5]1[S:6][C:7]([C:11]2[CH:16]=[CH:15][CH:14]=[CH:13][CH:12]=2)=[CH:8][C:9]=1Br)=[O:4].[CH:17]1([NH2:20])[CH2:19][CH2:18]1.C(=O)([O-])[O-].[Cs+].[Cs+].C1C=CC(P(C2C(C3C(P(C4C=CC=CC=4)C4C=CC=CC=4)=CC=C4C=3C=CC=C4)=C3C(C=CC=C3)=CC=2)C2C=CC=CC=2)=CC=1. The catalyst is C1(C)C=CC=CC=1. The product is [CH3:1][O:2][C:3]([C:5]1[S:6][C:7]([C:11]2[CH:16]=[CH:15][CH:14]=[CH:13][CH:12]=2)=[CH:8][C:9]=1[NH:20][CH:17]1[CH2:19][CH2:18]1)=[O:4]. The yield is 0.220. (3) The product is [CH2:1]([O:8][C:9](=[O:34])[N:10]([CH2:15][CH:16]([OH:33])[CH:17]([NH:25][C:54]([O:53][CH:47]1[CH:48]2[CH:49]([O:50][CH2:51][CH2:52]2)[O:45][CH2:46]1)=[O:63])[CH2:18][C:19]1[CH:24]=[CH:23][CH:22]=[CH:21][CH:20]=1)[CH2:11][CH:12]([CH3:13])[CH3:14])[C:2]1[CH:3]=[CH:4][CH:5]=[CH:6][CH:7]=1. The yield is 0.730. The reactants are [CH2:1]([O:8][C:9](=[O:34])[N:10]([CH2:15][CH:16]([OH:33])[CH:17]([NH:25]C(OC(C)(C)C)=O)[CH2:18][C:19]1[CH:24]=[CH:23][CH:22]=[CH:21][CH:20]=1)[CH2:11][CH:12]([CH3:14])[CH3:13])[C:2]1[CH:7]=[CH:6][CH:5]=[CH:4][CH:3]=1.Cl.C(N(CC)C(C)C)(C)C.[O:45]1[CH:49]2[O:50][CH2:51][CH2:52][CH:48]2[CH:47]([O:53][C:54](=[O:63])ON2C(=O)CCC2=O)[CH2:46]1. The catalyst is O1CCOCC1. (4) The reactants are [C:1]([O:5][C:6](=[O:35])[NH:7][C:8]1([C:12]2[CH:17]=[CH:16][C:15]([C:18]3[C:19]([C:29]4[CH:34]=[CH:33][CH:32]=[CH:31][CH:30]=4)=[CH:20][C:21]4[NH:26][C:25](=[O:27])[CH2:24][O:23][C:22]=4[N:28]=3)=[CH:14][CH:13]=2)[CH2:11][CH2:10][CH2:9]1)([CH3:4])([CH3:3])[CH3:2].[H-].[Na+].Br[CH2:39][CH2:40][O:41][CH3:42].C([O-])(O)=O.[Na+]. The catalyst is CN(C=O)C. The product is [C:1]([O:5][C:6](=[O:35])[NH:7][C:8]1([C:12]2[CH:13]=[CH:14][C:15]([C:18]3[C:19]([C:29]4[CH:30]=[CH:31][CH:32]=[CH:33][CH:34]=4)=[CH:20][C:21]4[N:26]([CH2:39][CH2:40][O:41][CH3:42])[C:25](=[O:27])[CH2:24][O:23][C:22]=4[N:28]=3)=[CH:16][CH:17]=2)[CH2:11][CH2:10][CH2:9]1)([CH3:4])([CH3:2])[CH3:3]. The yield is 0.180. (5) The reactants are [N:1]1([C:6]2[N:11]=[C:10]([NH:12][C:13]3[CH:18]=[C:17](Cl)[N:16]=[N:15][C:14]=3[C:20]([NH2:22])=[O:21])[CH:9]=[CH:8][CH:7]=2)[CH:5]=[CH:4][CH:3]=[N:2]1.[NH2:23][C@@H:24]1[CH2:29][CH2:28][CH2:27][CH2:26][C@@H:25]1[NH:30][C:31](=[O:37])[O:32][C:33]([CH3:36])([CH3:35])[CH3:34]. The catalyst is CN1C(=O)CCC1.O. The product is [N:1]1([C:6]2[N:11]=[C:10]([NH:12][C:13]3[CH:18]=[C:17]([NH:23][C@@H:24]4[CH2:29][CH2:28][CH2:27][CH2:26][C@@H:25]4[NH:30][C:31](=[O:37])[O:32][C:33]([CH3:35])([CH3:34])[CH3:36])[N:16]=[N:15][C:14]=3[C:20](=[O:21])[NH2:22])[CH:9]=[CH:8][CH:7]=2)[CH:5]=[CH:4][CH:3]=[N:2]1. The yield is 0.340.